Dataset: Catalyst prediction with 721,799 reactions and 888 catalyst types from USPTO. Task: Predict which catalyst facilitates the given reaction. (1) The catalyst class is: 1. Reactant: [Cl:1][C:2]1[CH:7]=[C:6]2[NH:8][C:9](=[O:38])[C:10]3([CH:15]([C:16]4[CH:21]=[C:20]([Cl:22])[CH:19]=[CH:18][C:17]=4[O:23][C:24]([CH3:28])([CH3:27])[CH2:25][OH:26])[CH2:14][C:13](=[O:29])[NH:12][CH:11]3[C:30]3[CH:35]=[C:34]([F:36])[CH:33]=[CH:32][C:31]=3[CH3:37])[C:5]2=[CH:4][CH:3]=1.CCN=C=NCCCN(C)C.Cl.C1C=[CH:53][C:54]2[N:59](O)N=N[C:55]=2[CH:56]=1.CCN(C(C)C)C(C)C.C1(N)CCC1. Product: [Cl:1][C:2]1[CH:7]=[C:6]2[NH:8][C:9](=[O:38])[C:10]3([CH:15]([C:16]4[CH:21]=[C:20]([Cl:22])[CH:19]=[CH:18][C:17]=4[O:23][C:24]([C:25](=[O:26])[NH:59][CH:54]4[CH2:53][CH2:56][CH2:55]4)([CH3:28])[CH3:27])[CH2:14][C:13](=[O:29])[NH:12][CH:11]3[C:30]3[CH:35]=[C:34]([F:36])[CH:33]=[CH:32][C:31]=3[CH3:37])[C:5]2=[CH:4][CH:3]=1. (2) Reactant: [NH2:1][CH2:2][C:3]([N:5]1[CH2:10][CH2:9][N:8]([C:11]([NH:13][CH2:14][C:15]2[CH:29]=[CH:28][C:18]([CH2:19][NH:20][C:21](=[O:27])[O:22][C:23]([CH3:26])([CH3:25])[CH3:24])=[CH:17][CH:16]=2)=[O:12])[CH2:7][CH2:6]1)=[O:4].CCN(CC)CC.[C:37](Cl)(=[O:40])[CH:38]=[CH2:39]. Product: [C:37]([NH:1][CH2:2][C:3]([N:5]1[CH2:6][CH2:7][N:8]([C:11]([NH:13][CH2:14][C:15]2[CH:29]=[CH:28][C:18]([CH2:19][NH:20][C:21](=[O:27])[O:22][C:23]([CH3:26])([CH3:24])[CH3:25])=[CH:17][CH:16]=2)=[O:12])[CH2:9][CH2:10]1)=[O:4])(=[O:40])[CH:38]=[CH2:39]. The catalyst class is: 2. (3) Reactant: O[C@@H]1CC2C(=CC=CC=2)C1=O.C(O[C@H](CC1C=CC=CC=1)C(O)=O)(=O)C.[OH:27][CH:28]1[CH2:36][C:35]2[C:30](=[CH:31][CH:32]=[CH:33][CH:34]=2)[C:29]1=[N:37]O.Br. Product: [NH2:37][C@H:29]1[C:30]2[C:35](=[CH:34][CH:33]=[CH:32][CH:31]=2)[CH2:36][C@H:28]1[OH:27]. The catalyst class is: 45. (4) Reactant: [Si]([O:8][CH2:9][C:10]1([CH3:36])[S:16][CH2:15][CH2:14][N:13]2[C:17]([C:20]3([C:23]4[CH:28]=[CH:27][C:26]([C:29]5[CH:34]=[CH:33][C:32]([F:35])=[CH:31][N:30]=5)=[CH:25][CH:24]=4)[CH2:22][CH2:21]3)=[N:18][N:19]=[C:12]2[CH2:11]1)(C(C)(C)C)(C)C.Cl. Product: [F:35][C:32]1[CH:33]=[CH:34][C:29]([C:26]2[CH:27]=[CH:28][C:23]([C:20]3([C:17]4[N:13]5[CH2:14][CH2:15][S:16][C:10]([CH2:9][OH:8])([CH3:36])[CH2:11][C:12]5=[N:19][N:18]=4)[CH2:22][CH2:21]3)=[CH:24][CH:25]=2)=[N:30][CH:31]=1. The catalyst class is: 5. (5) Reactant: [NH2:1][C:2]1[N:3]=[C:4](Cl)[C:5]2[S:10][C:9](=[O:11])[N:8]([C@@H:12]3[O:24][C@H:23]([CH2:25][O:26][C:27](=[O:29])[CH3:28])[C@@H:18]([O:19][C:20](=[O:22])[CH3:21])[C@H:13]3[O:14][C:15](=[O:17])[CH3:16])[C:6]=2[N:7]=1. Product: [NH2:1][C:2]1[N:3]=[CH:4][C:5]2[S:10][C:9](=[O:11])[N:8]([C@@H:12]3[O:24][C@H:23]([CH2:25][O:26][C:27](=[O:29])[CH3:28])[C@@H:18]([O:19][C:20](=[O:22])[CH3:21])[C@H:13]3[O:14][C:15](=[O:17])[CH3:16])[C:6]=2[N:7]=1. The catalyst class is: 15. (6) Reactant: Cl[CH2:2][C:3]([NH:5][C:6]1[CH:7]=[N:8][C:9]([O:12][C:13]2[CH:14]=[C:15]3[C:20](=[CH:21][CH:22]=2)[O:19][CH:18]([C:23]2[CH:28]=[CH:27][CH:26]=[CH:25][CH:24]=2)[CH2:17][CH2:16]3)=[CH:10][CH:11]=1)=[O:4].C(=O)([O-])[O-].[K+].[K+].[OH:35][CH:36]1[CH2:41][CH2:40][NH:39][CH2:38][CH2:37]1.O. Product: [OH:35][CH:36]1[CH2:41][CH2:40][N:39]([CH2:2][C:3]([NH:5][C:6]2[CH:7]=[N:8][C:9]([O:12][C:13]3[CH:14]=[C:15]4[C:20](=[CH:21][CH:22]=3)[O:19][CH:18]([C:23]3[CH:28]=[CH:27][CH:26]=[CH:25][CH:24]=3)[CH2:17][CH2:16]4)=[CH:10][CH:11]=2)=[O:4])[CH2:38][CH2:37]1. The catalyst class is: 10.